Dataset: Forward reaction prediction with 1.9M reactions from USPTO patents (1976-2016). Task: Predict the product of the given reaction. The product is: [C:11]([C:10]1[O:23][C:2]([C:1]([OH:4])=[O:3])=[CH:14][CH:9]=1)#[N:12]. Given the reactants [C:1]([O-:4])(=[O:3])[CH3:2].C(N[CH:9]1[CH2:14]C[NH2+:12][CH2:11][CH2:10]1)(=O)C.FC1C=CC=CC=1[N+]([O-])=[O:23].C(N(CC)CC)C, predict the reaction product.